The task is: Predict the reactants needed to synthesize the given product.. This data is from Full USPTO retrosynthesis dataset with 1.9M reactions from patents (1976-2016). (1) Given the product [F:1][C:2]([F:32])([F:31])[C:3]1[CH:4]=[C:5]([C:9]2[CH:30]=[CH:29][C:12]3[NH:13][C:14]([NH:16][C:17]([C:19]4[N:20]=[C:21]5[CH:26]=[CH:25][C:24]([O:41][CH2:40][CH2:39][N:33]6[CH2:38][CH2:37][O:36][CH2:35][CH2:34]6)=[N:23][N:22]5[CH:28]=4)=[O:18])=[N:15][C:11]=3[CH:10]=2)[CH:6]=[CH:7][CH:8]=1, predict the reactants needed to synthesize it. The reactants are: [F:1][C:2]([F:32])([F:31])[C:3]1[CH:4]=[C:5]([C:9]2[CH:30]=[CH:29][C:12]3[NH:13][C:14]([NH:16][C:17]([C:19]4[N:20]=[C:21]5[CH:26]=[CH:25][C:24](Cl)=[N:23][N:22]5[CH:28]=4)=[O:18])=[N:15][C:11]=3[CH:10]=2)[CH:6]=[CH:7][CH:8]=1.[N:33]1([CH2:39][CH2:40][OH:41])[CH2:38][CH2:37][O:36][CH2:35][CH2:34]1.[H-].[Na+].O. (2) Given the product [CH2:36]([O:35][C:33]([C:2]1[N:7]=[N:6][C:5]([N:8]([CH2:16][C:17]2([C:21]3[C:26]([F:27])=[CH:25][CH:24]=[CH:23][N:22]=3)[CH2:18][CH2:19][CH2:20]2)[C:9](=[O:15])[O:10][C:11]([CH3:14])([CH3:12])[CH3:13])=[CH:4][CH:3]=1)=[CH2:34])[CH3:37], predict the reactants needed to synthesize it. The reactants are: Cl[C:2]1[N:7]=[N:6][C:5]([N:8]([CH2:16][C:17]2([C:21]3[C:26]([F:27])=[CH:25][CH:24]=[CH:23][N:22]=3)[CH2:20][CH2:19][CH2:18]2)[C:9](=[O:15])[O:10][C:11]([CH3:14])([CH3:13])[CH3:12])=[CH:4][CH:3]=1.C([Sn](CCCC)(CCCC)[C:33]([O:35][CH2:36][CH3:37])=[CH2:34])CCC.O1CCOCC1. (3) Given the product [OH:2][C:3]1[CH:4]=[C:5]([C:26]2[CH:25]=[CH:24][N:23]=[C:22]([CH3:21])[CH:27]=2)[CH:6]=[C:7]2[C:12]=1[N:11]=[CH:10][NH:9][C:8]2=[O:13], predict the reactants needed to synthesize it. The reactants are: C(=O)(OC(C)(C)C)[O:2][C:3]1[CH:4]=[C:5](Br)[CH:6]=[C:7]2[C:12]=1[N:11]=[CH:10][NH:9][C:8]2=[O:13].[CH3:21][C:22]1[CH:27]=[C:26](B(O)O)[CH:25]=[CH:24][N:23]=1. (4) Given the product [N+:19]([C:13]1[CH:12]=[C:11]2[C:16]([CH2:17][N:9]([CH2:8][CH2:7][C:2]3[CH:3]=[CH:4][CH:5]=[CH:6][N:1]=3)[C:10]2=[O:18])=[CH:15][CH:14]=1)([O-:21])=[O:20], predict the reactants needed to synthesize it. The reactants are: [N:1]1[CH:6]=[CH:5][CH:4]=[CH:3][C:2]=1[CH2:7][CH2:8][N:9]1[CH2:17][C:16]2[C:11](=[CH:12][CH:13]=[CH:14][CH:15]=2)[C:10]1=[O:18].[N+:19]([O-])([OH:21])=[O:20].C(=O)([O-])[O-].[K+].[K+]. (5) The reactants are: [CH3:1][C:2]1[C:6]([C:7]2[CH:8]=[CH:9][C:10]3[O:14][C:13]([CH2:15][CH2:16][OH:17])=[CH:12][C:11]=3[CH:18]=2)=[C:5]([CH3:19])[O:4][N:3]=1.[CH3:20][S:21](O[S:21]([CH3:20])(=[O:23])=[O:22])(=[O:23])=[O:22].C(N(CC)CC)C. Given the product [CH3:20][S:21]([O:17][CH2:16][CH2:15][C:13]1[O:14][C:10]2[CH:9]=[CH:8][C:7]([C:6]3[C:2]([CH3:1])=[N:3][O:4][C:5]=3[CH3:19])=[CH:18][C:11]=2[CH:12]=1)(=[O:23])=[O:22], predict the reactants needed to synthesize it.